From a dataset of Forward reaction prediction with 1.9M reactions from USPTO patents (1976-2016). Predict the product of the given reaction. (1) Given the reactants C1([NH:4][C:5]2[C:6]3[S:13][CH:12]=[C:11](/[CH:14]=[CH:15]/[C:16]4[CH:21]=[CH:20][CH:19]=[CH:18][CH:17]=4)[C:7]=3[N:8]=[CH:9][N:10]=2)CC1, predict the reaction product. The product is: [CH2:14]([C:11]1[C:7]2[N:8]=[CH:9][N:10]=[C:5]([NH2:4])[C:6]=2[S:13][CH:12]=1)[CH2:15][C:16]1[CH:17]=[CH:18][CH:19]=[CH:20][CH:21]=1. (2) Given the reactants Br[C:2]1[CH:3]=[C:4]2[C:8](=[CH:9][C:10]=1[F:11])[N:7]([CH3:12])[N:6]=[CH:5]2.[Li]CCCC.[Cl:18][C:19]1[CH:20]=[CH:21][C:22]2[N:23]([C:25]([C:28](=[O:30])[CH3:29])=[CH:26][N:27]=2)[N:24]=1, predict the reaction product. The product is: [Cl:18][C:19]1[CH:20]=[CH:21][C:22]2[N:23]([C:25]([C:28]([C:2]3[CH:3]=[C:4]4[C:8](=[CH:9][C:10]=3[F:11])[N:7]([CH3:12])[N:6]=[CH:5]4)([OH:30])[CH3:29])=[CH:26][N:27]=2)[N:24]=1. (3) The product is: [C:1]([NH2:9])(=[O:8])[C:2]1[CH:7]=[CH:6][CH:5]=[CH:4][CH:3]=1. Given the reactants [C:1]([NH:9]NC(C1C=CN=C([NH:9][C:1](=[O:8])[C:2]2[CH:7]=[CH:6][CH:5]=[CH:4][CH:3]=2)C=1)=O)(=[O:8])[C:2]1[CH:7]=[CH:6][CH:5]=[CH:4][CH:3]=1.[OH-].COC(NS([N+](CC)(CC)CC)(=O)=O)=O, predict the reaction product. (4) Given the reactants [Cl:1][C:2]1[CH:7]=[CH:6][CH:5]=[C:4]([CH3:8])[C:3]=1[OH:9].C(C1C=C(C=C(C)C=1O)[C:15]#[N:16])C, predict the reaction product. The product is: [Cl:1][C:2]1[CH:7]=[C:6]([CH:5]=[C:4]([CH3:8])[C:3]=1[OH:9])[C:15]#[N:16]. (5) The product is: [O:23]=[S:12]1(=[O:24])[C:13]2[C:18](=[CH:17][CH:16]=[CH:15][CH:14]=2)[C:19]2[C:10](=[C:9]3[C:22](=[CH:21][CH:20]=2)[C:5]([C:3]([NH2:25])=[O:2])=[CH:6][CH:7]=[N:8]3)[NH:11]1. Given the reactants C[O:2][C:3]([C:5]1[C:22]2[C:9](=[C:10]3[C:19](=[CH:20][CH:21]=2)[C:18]2[C:13](=[CH:14][CH:15]=[CH:16][CH:17]=2)[S:12](=[O:24])(=[O:23])[NH:11]3)[N:8]=[CH:7][CH:6]=1)=O.[NH3:25], predict the reaction product. (6) Given the reactants [NH:1]1[CH2:6][CH2:5][CH2:4][CH2:3][CH:2]1[C:7]1[O:11][N:10]=[C:9]([C:12]2[CH:13]=[C:14]([CH:17]=[CH:18][CH:19]=2)[C:15]#[N:16])[N:8]=1.Cl.Cl[CH2:22][C:23]1[CH:32]=[CH:31][C:30]2[C:25](=[CH:26][CH:27]=[CH:28][CH:29]=2)[N:24]=1.C(N(C(C)C)CC)(C)C.Cl, predict the reaction product. The product is: [N:24]1[C:25]2[C:30](=[CH:29][CH:28]=[CH:27][CH:26]=2)[CH:31]=[CH:32][C:23]=1[CH2:22][N:1]1[CH2:6][CH2:5][CH2:4][CH2:3][CH:2]1[C:7]1[O:11][N:10]=[C:9]([C:12]2[CH:13]=[C:14]([CH:17]=[CH:18][CH:19]=2)[C:15]#[N:16])[N:8]=1. (7) Given the reactants Cl[C:2]1[N:7]=[C:6]([C:8]2[S:12][C:11]([NH:13][CH2:14][CH2:15][CH2:16][N:17]3[CH2:22][CH2:21][O:20][CH2:19][CH2:18]3)=[N:10][C:9]=2[C:23]2[CH:24]=[C:25]([NH:29][C:30](=[O:39])[C:31]3[C:36]([F:37])=[CH:35][CH:34]=[CH:33][C:32]=3[F:38])[CH:26]=[CH:27][CH:28]=2)[CH:5]=[CH:4][N:3]=1.[F:40][C:41]1[CH:42]=[C:43]([NH2:47])[CH:44]=[CH:45][CH:46]=1, predict the reaction product. The product is: [F:38][C:32]1[CH:33]=[CH:34][CH:35]=[C:36]([F:37])[C:31]=1[C:30]([NH:29][C:25]1[CH:26]=[CH:27][CH:28]=[C:23]([C:9]2[N:10]=[C:11]([NH:13][CH2:14][CH2:15][CH2:16][N:17]3[CH2:22][CH2:21][O:20][CH2:19][CH2:18]3)[S:12][C:8]=2[C:6]2[CH:5]=[CH:4][N:3]=[C:2]([NH:47][C:43]3[CH:44]=[CH:45][CH:46]=[C:41]([F:40])[CH:42]=3)[N:7]=2)[CH:24]=1)=[O:39]. (8) Given the reactants [Cl:1][C:2]1(C2C=CC=C(C(=O)NC)C=2)[CH:7]=[CH:6][C:5]([N:8]([C:12]2[CH:17]=[CH:16][CH:15]=[CH:14][C:13]=2[C:18]([F:21])([F:20])[F:19])[C:9](=[O:11])[NH2:10])=[C:4](NC(O)=O)[CH2:3]1.[CH3:36][NH:37][C:38]([C:40]1[CH:41]=[C:42]([CH:44]=[CH:45][CH:46]=1)[NH2:43])=[O:39].C1C=CC2N(O)N=NC=2C=1.O.CN1CC[O:62][CH2:61]C1, predict the reaction product. The product is: [Cl:1][C:2]1([C:61](=[O:62])[NH:43][C:42]2[CH:44]=[CH:45][CH:46]=[C:40]([C:38](=[O:39])[NH:37][CH3:36])[CH:41]=2)[CH:7]=[CH:6][C:5]([N:8]([C:12]2[CH:17]=[CH:16][CH:15]=[CH:14][C:13]=2[C:18]([F:19])([F:21])[F:20])[C:9](=[O:11])[NH2:10])=[CH:4][CH2:3]1.